From a dataset of Full USPTO retrosynthesis dataset with 1.9M reactions from patents (1976-2016). Predict the reactants needed to synthesize the given product. (1) Given the product [CH3:30][O:29][C:27]([C:26]1[CH:25]=[CH:24][N:11]2[CH:12]=[CH:13][N:14]=[C:10]2[N:9]=1)([O:31][CH3:32])[CH3:28], predict the reactants needed to synthesize it. The reactants are: C[O-].[Na+].S(O)(O)(=O)=O.[NH2:9][C:10]1[NH:11][CH:12]=[CH:13][N:14]=1.[NH2:9][C:10]1[NH:11][CH:12]=[CH:13][N:14]=1.C(O[CH:24](OCC)[CH2:25][C:26](=O)[C:27]([O:31][CH3:32])([O:29][CH3:30])[CH3:28])C.C(OCC)C. (2) The reactants are: CC1C=CC(S(O[CH2:12][CH2:13][O:14][CH3:15])(=O)=O)=CC=1.[C:16]([NH:23][C@H:24]1[CH2:29][CH2:28][C@H:27]([NH2:30])[CH2:26][CH2:25]1)([O:18][C:19]([CH3:22])([CH3:21])[CH3:20])=[O:17]. Given the product [CH3:15][O:14][CH2:13][CH2:12][NH:30][C@H:27]1[CH2:26][CH2:25][C@H:24]([NH:23][C:16](=[O:17])[O:18][C:19]([CH3:22])([CH3:21])[CH3:20])[CH2:29][CH2:28]1, predict the reactants needed to synthesize it.